Dataset: Forward reaction prediction with 1.9M reactions from USPTO patents (1976-2016). Task: Predict the product of the given reaction. (1) The product is: [Cl:1][C:2]1[CH:3]=[C:4]([C:8]2[C:17]3[C:12](=[CH:13][CH:14]=[C:15]([CH:18]([OH:19])[C:20]4[S:21][CH:22]=[C:23]([C:25]5[CH:30]=[CH:29][CH:28]=[CH:27][CH:26]=5)[N:24]=4)[CH:16]=3)[NH:11][C:10](=[O:31])[C:9]=2[C:32]([O:34][CH2:35][CH3:36])=[O:33])[CH:5]=[CH:6][CH:7]=1. Given the reactants [Cl:1][C:2]1[CH:3]=[C:4]([C:8]2[C:17]3[C:12](=[CH:13][CH:14]=[C:15]([C:18]([C:20]4[S:21][CH:22]=[C:23]([C:25]5[CH:30]=[CH:29][CH:28]=[CH:27][CH:26]=5)[N:24]=4)=[O:19])[CH:16]=3)[NH:11][C:10](=[O:31])[C:9]=2[C:32]([O:34][CH2:35][CH3:36])=[O:33])[CH:5]=[CH:6][CH:7]=1.[BH4-].[Na+], predict the reaction product. (2) The product is: [CH3:28][O:23][CH:22]([O:13][CH3:10])[C:21]1[CH:24]=[C:17]([CH:18]=[CH:19][C:20]=1[N+:25]([O-:27])=[O:26])[O:9][C:5]1[CH:4]=[C:3]([CH:8]=[CH:7][CH:6]=1)[C:1]#[N:2]. Given the reactants [C:1]([C:3]1[CH:4]=[C:5]([OH:9])[CH:6]=[CH:7][CH:8]=1)#[N:2].[C:10]([O-:13])([O-])=O.[K+].[K+].F[C:17]1[CH:18]=[CH:19][C:20]([N+:25]([O-:27])=[O:26])=[C:21]([CH:24]=1)[CH:22]=[O:23].[CH2:28](O)C, predict the reaction product. (3) Given the reactants [CH3:1][O:2][C:3]1[CH:4]=[C:5]([C:13]2[CH:21]=[C:20]3[C:16]([CH:17]=[N:18][NH:19]3)=[CH:15][CH:14]=2)[CH:6]=[CH:7][C:8]=1[O:9][CH2:10][O:11][CH3:12].II.[C:24]([O-])(=[O:26])C.CCCCCC.C(OCC)(=O)C.CCCCCC, predict the reaction product. The product is: [CH3:1][O:2][C:3]1[CH:4]=[C:5]([C:13]2[CH:21]=[C:20]3[C:16]([C:17]([CH:24]=[O:26])=[N:18][NH:19]3)=[CH:15][CH:14]=2)[CH:6]=[CH:7][C:8]=1[O:9][CH2:10][O:11][CH3:12]. (4) Given the reactants F[C:2]1[CH:3]=[C:4]([CH2:10][CH2:11][N:12]([C@H:28]2[CH2:33][CH2:32][C@H:31]([CH3:34])[CH2:30][CH2:29]2)[C:13](=[O:27])[NH:14][C:15]2[S:16][C:17]([S:20][C:21]([CH3:26])([CH3:25])[C:22]([OH:24])=[O:23])=[CH:18][N:19]=2)[CH:5]=[CH:6][C:7]=1OC.O[CH2:36]CC1C=CC(C)=CC=1.C(OC(=O)C(SC1SC(N)=NC=1)(C)C)C, predict the reaction product. The product is: [CH3:26][C:21]([S:20][C:17]1[S:16][C:15]([NH:14][C:13]([N:12]([C@H:28]2[CH2:29][CH2:30][C@H:31]([CH3:34])[CH2:32][CH2:33]2)[CH2:11][CH2:10][C:4]2[CH:5]=[CH:6][C:7]([CH3:36])=[CH:2][CH:3]=2)=[O:27])=[N:19][CH:18]=1)([CH3:25])[C:22]([OH:24])=[O:23]. (5) The product is: [CH3:33][N:14]([CH2:15][C:16]1[C:17]([CH3:32])=[N:18][C:19]([C:22]2[CH:27]=[CH:26][C:25]([C:28]([F:30])([F:29])[F:31])=[CH:24][CH:23]=2)=[N:20][CH:21]=1)[C:10]1[CH:9]=[C:8]2[C:13](=[CH:12][CH:11]=1)[N:5]([CH2:4][C:3]([OH:34])=[O:2])[CH:6]=[CH:7]2. Given the reactants C[O:2][C:3](=[O:34])[CH2:4][N:5]1[C:13]2[C:8](=[CH:9][C:10]([N:14]([CH3:33])[CH2:15][C:16]3[C:17]([CH3:32])=[N:18][C:19]([C:22]4[CH:27]=[CH:26][C:25]([C:28]([F:31])([F:30])[F:29])=[CH:24][CH:23]=4)=[N:20][CH:21]=3)=[CH:11][CH:12]=2)[CH:7]=[CH:6]1.[OH-].[Li+].Cl, predict the reaction product. (6) Given the reactants [Br:1][C:2]1[CH:3]=[C:4]2[C:12](=[CH:13][CH:14]=1)[NH:11][C:10]1[CH:9]([NH2:15])[CH2:8][CH2:7][CH2:6][C:5]2=1.[C:16](Cl)(=[O:25])[C:17]1[C:18]([O:23][CH3:24])=[CH:19][CH:20]=[CH:21][CH:22]=1, predict the reaction product. The product is: [Br:1][C:2]1[CH:3]=[C:4]2[C:12](=[CH:13][CH:14]=1)[NH:11][C:10]1[CH:9]([NH:15][C:16](=[O:25])[C:17]3[CH:22]=[CH:21][CH:20]=[CH:19][C:18]=3[O:23][CH3:24])[CH2:8][CH2:7][CH2:6][C:5]2=1.